From a dataset of Tox21: 12 toxicity assays (nuclear receptors and stress response pathways). Binary classification across 12 toxicity assays. (1) The compound is C=C(C)[C@@H]1CCC2=CC(=O)C[C@@H](C)[C@]2(C)C1. It tested positive (active) for: NR-Aromatase (Aromatase enzyme inhibition). (2) The compound is CN1C(=O)[C@@H](NC(=O)c2cc3ccccc3[nH]2)N=C(c2ccccc2)c2ccccc21. It tested positive (active) for: NR-AhR (Aryl hydrocarbon Receptor agonist activity), NR-Aromatase (Aromatase enzyme inhibition), SR-ARE (Antioxidant Response Element (oxidative stress)), SR-ATAD5 (ATAD5 genotoxicity (DNA damage)), and SR-MMP (Mitochondrial Membrane Potential disruption).